From a dataset of Forward reaction prediction with 1.9M reactions from USPTO patents (1976-2016). Predict the product of the given reaction. (1) Given the reactants [CH2:1]([C:3]1[O:7][CH:6]=[N:5][CH:4]=1)[CH3:2].C([Li])CCC.[Cl:13][C:14]1[C:15]([N:22]2[CH2:27][CH2:26][CH:25]([C:28]([O:30][CH3:31])=[O:29])[CH2:24][CH2:23]2)=[N:16][C:17]([Cl:21])=[C:18](I)[CH:19]=1.CCOC(C)=O, predict the reaction product. The product is: [Cl:13][C:14]1[C:15]([N:22]2[CH2:27][CH2:26][CH:25]([C:28]([O:30][CH3:31])=[O:29])[CH2:24][CH2:23]2)=[N:16][C:17]([Cl:21])=[C:18]([C:6]2[O:7][C:3]([CH2:1][CH3:2])=[CH:4][N:5]=2)[CH:19]=1. (2) Given the reactants [NH2:1][C:2]1[N:18]=[C:5]2[CH:6]=[C:7](C3C=C(O)C=CC=3Cl)[CH:8]=[CH:9][N:4]2[N:3]=1.[Cl:19][C:20]1[CH:25]=[CH:24][C:23]([O:26]C)=[CH:22][C:21]=1C1C=CN2N=C(N)N=C2C=1, predict the reaction product. The product is: [NH2:1][C:2]1[N:18]=[C:5]2[CH:6]=[CH:7][C:8]([C:21]3[CH:22]=[C:23]([OH:26])[CH:24]=[CH:25][C:20]=3[Cl:19])=[CH:9][N:4]2[N:3]=1. (3) Given the reactants [N:1]1[C:6]2[NH:7][C:8]3[CH2:16][CH:15]4[N:11]([CH2:12][CH2:13][CH2:14]4)[CH2:10][C:9]=3[C:5]=2[CH:4]=[CH:3][CH:2]=1.[H-].[Na+].Cl[CH2:20][C:21]([N:23]1[CH2:28][CH2:27][CH2:26][CH2:25][CH2:24]1)=[O:22], predict the reaction product. The product is: [N:23]1([C:21](=[O:22])[CH2:20][N:7]2[C:8]3[CH2:16][CH:15]4[N:11]([CH2:12][CH2:13][CH2:14]4)[CH2:10][C:9]=3[C:5]3[CH:4]=[CH:3][CH:2]=[N:1][C:6]2=3)[CH2:28][CH2:27][CH2:26][CH2:25][CH2:24]1. (4) The product is: [CH:43]1([CH2:46][NH:47][C:24]([C:20]2[N:19]=[C:18]([C:15]3[CH2:14][CH2:13][N:12]([S:37]([C:34]4[CH:35]=[CH:36][C:31]([O:30][C:29]([F:42])([F:41])[F:28])=[CH:32][CH:33]=4)(=[O:39])=[O:38])[CH2:17][CH:16]=3)[CH:23]=[CH:22][CH:21]=2)=[NH:25])[CH2:45][CH2:44]1. Given the reactants FC(F)(F)C1C=C(S([N:12]2[CH2:17][CH:16]=[C:15]([C:18]3[CH:23]=[CH:22][CH:21]=[C:20]([C:24]#[N:25])[N:19]=3)[CH2:14][CH2:13]2)(=O)=O)C=CC=1.[F:28][C:29]([F:42])([F:41])[O:30][C:31]1[CH:36]=[CH:35][C:34]([S:37](Cl)(=[O:39])=[O:38])=[CH:33][CH:32]=1.[CH:43]1([CH2:46][NH2:47])[CH2:45][CH2:44]1, predict the reaction product. (5) Given the reactants [O:1]1[C:8]2[CH:7]=[C:6]([C:9]([OH:11])=[O:10])[NH:5][C:4]=2[CH:3]=[CH:2]1.[C:12](=[O:22])([O:18][CH:19](Cl)[CH3:20])[O:13][C:14]([CH3:17])([CH3:16])[CH3:15], predict the reaction product. The product is: [O:1]1[C:8]2[CH:7]=[C:6]([C:9]([O:11][CH:19]([O:18][C:12]([O:13][C:14]([CH3:17])([CH3:16])[CH3:15])=[O:22])[CH3:20])=[O:10])[NH:5][C:4]=2[CH:3]=[CH:2]1. (6) Given the reactants [Br:1][C:2]1[CH:3]=[C:4]([N:8]2[C:12]3=[N:13][CH:14]=[C:15]([O:17][CH3:18])[CH:16]=[C:11]3[C:10]([C:19]([O:21]C)=O)=[N:9]2)[CH:5]=[CH:6][CH:7]=1.C([NH2:25])=O.C[O-].[Na+], predict the reaction product. The product is: [Br:1][C:2]1[CH:3]=[C:4]([N:8]2[C:12]3=[N:13][CH:14]=[C:15]([O:17][CH3:18])[CH:16]=[C:11]3[C:10]([C:19]([NH2:25])=[O:21])=[N:9]2)[CH:5]=[CH:6][CH:7]=1. (7) The product is: [CH2:27]([CH:26]([N:25]1[C:2]2[N:7]3[C:8]([CH3:20])=[N:9][C:10]([C:11]4[C:16]([CH3:17])=[CH:15][C:14]([CH3:18])=[CH:13][C:12]=4[CH3:19])=[C:6]3[N:5]=[C:4]([CH3:21])[C:3]=2[CH2:22][CH2:23]1)[CH2:29][CH3:30])[CH3:28]. Given the reactants Cl[C:2]1[N:7]2[C:8]([CH3:20])=[N:9][C:10]([C:11]3[C:16]([CH3:17])=[CH:15][C:14]([CH3:18])=[CH:13][C:12]=3[CH3:19])=[C:6]2[N:5]=[C:4]([CH3:21])[C:3]=1[CH2:22][CH2:23]Cl.[NH2:25][CH:26]([CH2:29][CH3:30])[CH2:27][CH3:28], predict the reaction product. (8) The product is: [Cl:1][C:2]1[CH:3]=[CH:4][C:5]([CH:6]([N:13]2[CH2:14][CH2:15][N:16]([CH2:19][CH2:20][NH:21][CH2:36][C:27]3[CH:26]=[C:25]([CH3:24])[N:29]([C:30]4[CH:35]=[CH:34][CH:33]=[CH:32][CH:31]=4)[N:28]=3)[CH2:17][CH2:18]2)[C:7]2[CH:8]=[CH:9][CH:10]=[CH:11][CH:12]=2)=[CH:22][CH:23]=1. Given the reactants [Cl:1][C:2]1[CH:23]=[CH:22][C:5]([CH:6]([N:13]2[CH2:18][CH2:17][N:16]([CH2:19][CH2:20][NH2:21])[CH2:15][CH2:14]2)[C:7]2[CH:12]=[CH:11][CH:10]=[CH:9][CH:8]=2)=[CH:4][CH:3]=1.[CH3:24][C:25]1[N:29]([C:30]2[CH:35]=[CH:34][CH:33]=[CH:32][CH:31]=2)[N:28]=[C:27]([CH:36]=O)[CH:26]=1, predict the reaction product. (9) Given the reactants [CH:1]1([CH2:7][C:8]2[N:9]=[C:10]([NH2:13])[S:11][CH:12]=2)[CH2:6][CH2:5][CH2:4][CH2:3][CH2:2]1.C1C(=O)N([Br:21])C(=O)C1, predict the reaction product. The product is: [Br:21][C:12]1[S:11][C:10]([NH2:13])=[N:9][C:8]=1[CH2:7][CH:1]1[CH2:2][CH2:3][CH2:4][CH2:5][CH2:6]1.